From a dataset of Merck oncology drug combination screen with 23,052 pairs across 39 cell lines. Regression. Given two drug SMILES strings and cell line genomic features, predict the synergy score measuring deviation from expected non-interaction effect. (1) Drug 1: CCC1(O)CC2CN(CCc3c([nH]c4ccccc34)C(C(=O)OC)(c3cc4c(cc3OC)N(C)C3C(O)(C(=O)OC)C(OC(C)=O)C5(CC)C=CCN6CCC43C65)C2)C1. Drug 2: CCN(CC)CCNC(=O)c1c(C)[nH]c(C=C2C(=O)Nc3ccc(F)cc32)c1C. Cell line: NCIH520. Synergy scores: synergy=-0.0105. (2) Drug 1: COc1cc(C2c3cc4c(cc3C(OC3OC5COC(C)OC5C(O)C3O)C3COC(=O)C23)OCO4)cc(OC)c1O. Drug 2: Cc1nc(Nc2ncc(C(=O)Nc3c(C)cccc3Cl)s2)cc(N2CCN(CCO)CC2)n1. Cell line: HT29. Synergy scores: synergy=24.3. (3) Drug 1: CCN(CC)CCNC(=O)c1c(C)[nH]c(C=C2C(=O)Nc3ccc(F)cc32)c1C. Drug 2: NC1CCCCC1N.O=C(O)C(=O)O.[Pt+2]. Cell line: UWB1289. Synergy scores: synergy=4.14. (4) Drug 1: CS(=O)(=O)CCNCc1ccc(-c2ccc3ncnc(Nc4ccc(OCc5cccc(F)c5)c(Cl)c4)c3c2)o1. Drug 2: COC1=C2CC(C)CC(OC)C(O)C(C)C=C(C)C(OC(N)=O)C(OC)C=CC=C(C)C(=O)NC(=CC1=O)C2=O. Cell line: NCIH520. Synergy scores: synergy=4.39. (5) Drug 1: CCC1(O)CC2CN(CCc3c([nH]c4ccccc34)C(C(=O)OC)(c3cc4c(cc3OC)N(C)C3C(O)(C(=O)OC)C(OC(C)=O)C5(CC)C=CCN6CCC43C65)C2)C1. Drug 2: COC1=C2CC(C)CC(OC)C(O)C(C)C=C(C)C(OC(N)=O)C(OC)C=CC=C(C)C(=O)NC(=CC1=O)C2=O. Cell line: RKO. Synergy scores: synergy=-7.00. (6) Drug 1: CC(=O)OC1C(=O)C2(C)C(O)CC3OCC3(OC(C)=O)C2C(OC(=O)c2ccccc2)C2(O)CC(OC(=O)C(O)C(NC(=O)c3ccccc3)c3ccccc3)C(C)=C1C2(C)C. Drug 2: CS(=O)(=O)CCNCc1ccc(-c2ccc3ncnc(Nc4ccc(OCc5cccc(F)c5)c(Cl)c4)c3c2)o1. Cell line: SKMEL30. Synergy scores: synergy=17.3.